The task is: Predict the reaction yield, written as a fraction of the theoretical maximum amount of product (1.0 means a 100% yield; for example, 0.34 means a 34% yield).. This data is from Reaction yield outcomes from USPTO patents with 853,638 reactions. (1) The reactants are [CH3:1][C:2]([CH3:10])([CH:4]([OH:9])[CH2:5][CH2:6][CH2:7][CH3:8])[CH3:3].[Cr](Cl)([O-])(=O)=O.[NH+]1C=CC=CC=1. The catalyst is C(Cl)Cl. The product is [CH3:1][C:2]([CH3:10])([C:4](=[O:9])[CH2:5][CH2:6][CH2:7][CH3:8])[CH3:3]. The yield is 0.880. (2) The reactants are [CH3:1][CH:2]1[CH2:7][CH2:6][N:5]([C:8]2[C:13]([N+:14]([O-])=O)=[CH:12][CH:11]=[C:10]([N:17]3[CH2:22][CH2:21][N:20]([C:23](=[O:31])[CH2:24][N:25]4[CH2:30][CH2:29][O:28][CH2:27][CH2:26]4)[CH2:19][CH2:18]3)[N:9]=2)[CH2:4][CH2:3]1.CCO.[NH4+].[Cl-].C([O-])(O)=O.[Na+]. The catalyst is [Fe].O. The product is [NH2:14][C:13]1[C:8]([N:5]2[CH2:6][CH2:7][CH:2]([CH3:1])[CH2:3][CH2:4]2)=[N:9][C:10]([N:17]2[CH2:18][CH2:19][N:20]([C:23](=[O:31])[CH2:24][N:25]3[CH2:30][CH2:29][O:28][CH2:27][CH2:26]3)[CH2:21][CH2:22]2)=[CH:11][CH:12]=1. The yield is 1.00. (3) The reactants are [Cl:1][C:2]1[CH:3]=[C:4]2[C:9](=[CH:10][C:11]=1[O:12][C:13]1[CH:21]=[CH:20][C:16]([C:17]([OH:19])=O)=[CH:15][CH:14]=1)[O:8][CH2:7][CH2:6][CH:5]2[C:22]([O:24][CH2:25][CH3:26])=[O:23].C(Cl)(=O)C(Cl)=O.[Cl:33][C:34]1[CH:39]=[CH:38][C:37]([CH2:40][CH2:41][CH2:42][NH2:43])=[CH:36][CH:35]=1.CCN(C(C)C)C(C)C. The catalyst is C(Cl)Cl.CN(C=O)C. The product is [Cl:1][C:2]1[CH:3]=[C:4]2[C:9](=[CH:10][C:11]=1[O:12][C:13]1[CH:21]=[CH:20][C:16]([C:17](=[O:19])[NH:43][CH2:42][CH2:41][CH2:40][C:37]3[CH:36]=[CH:35][C:34]([Cl:33])=[CH:39][CH:38]=3)=[CH:15][CH:14]=1)[O:8][CH2:7][CH2:6][CH:5]2[C:22]([O:24][CH2:25][CH3:26])=[O:23]. The yield is 0.850. (4) The catalyst is ClCCl. The yield is 0.820. The product is [CH3:1][N:2]([CH:3]1[CH2:16][C:15]2[C:6]([CH3:25])([CH:7]3[CH:12]([CH2:13][CH:14]=2)[CH:11]2[CH2:17][CH2:18][CH:19]4[CH:20]([CH3:24])[N:21]([CH3:23])[CH2:22][C:10]24[CH2:9][CH2:8]3)[CH2:5][CH2:4]1)[S:28]([CH2:26][CH3:27])(=[O:30])=[O:29]. The reactants are [CH3:1][NH:2][CH:3]1[CH2:16][C:15]2[C:6]([CH3:25])([CH:7]3[CH:12]([CH2:13][CH:14]=2)[CH:11]2[CH2:17][CH2:18][CH:19]4[CH:20]([CH3:24])[N:21]([CH3:23])[CH2:22][C:10]24[CH2:9][CH2:8]3)[CH2:5][CH2:4]1.[CH2:26]([S:28](Cl)(=[O:30])=[O:29])[CH3:27].C(N(CC)CC)C. (5) The reactants are C[O:2][C:3](=O)[CH2:4][C:5]([NH:7][C:8]1[CH:13]=[CH:12][C:11]([CH2:14][CH2:15][C:16]2[CH:21]=[CH:20][C:19]([F:22])=[CH:18][CH:17]=2)=[CH:10][CH:9]=1)=[O:6].[NH3:24]. The catalyst is CO. The product is [F:22][C:19]1[CH:20]=[CH:21][C:16]([CH2:15][CH2:14][C:11]2[CH:12]=[CH:13][C:8]([NH:7][C:5](=[O:6])[CH2:4][C:3]([NH2:24])=[O:2])=[CH:9][CH:10]=2)=[CH:17][CH:18]=1. The yield is 0.940.